This data is from Reaction yield outcomes from USPTO patents with 853,638 reactions. The task is: Predict the reaction yield, written as a fraction of the theoretical maximum amount of product (1.0 means a 100% yield; for example, 0.34 means a 34% yield). (1) The reactants are [Cl:1][C:2]1[CH2:6][CH2:5][N:4]([C:7]2[CH:8]=[N:9][CH:10]=[CH:11][CH:12]=2)[N:3]=1. The catalyst is CN(C)C=O.[Cu]Cl. The product is [Cl:1][C:2]1[CH:6]=[CH:5][N:4]([C:7]2[CH:8]=[N:9][CH:10]=[CH:11][CH:12]=2)[N:3]=1. The yield is 0.510. (2) The reactants are [CH:1]1([CH2:4][O:5][C:6]2[CH:7]=[C:8]([CH:13]=[CH:14][C:15]=2[CH2:16][NH:17][S:18]([CH3:21])(=[O:20])=[O:19])[C:9]([O:11]C)=[O:10])[CH2:3][CH2:2]1.Cl. The catalyst is C1COCC1.[Li+].[OH-]. The product is [CH:1]1([CH2:4][O:5][C:6]2[CH:7]=[C:8]([CH:13]=[CH:14][C:15]=2[CH2:16][NH:17][S:18]([CH3:21])(=[O:20])=[O:19])[C:9]([OH:11])=[O:10])[CH2:3][CH2:2]1. The yield is 0.960. (3) The reactants are [NH:1]([C:3]1[N:8]=[C:7]([N:9]2[CH2:14][CH2:13][O:12][CH2:11][CH2:10]2)[N:6]=[C:5]([NH:15][C:16]2[CH:21]=[CH:20][C:19]([O:22][C:23]([F:26])([F:25])[F:24])=[CH:18][CH:17]=2)[N:4]=1)[NH2:2].[F:27][C:28]([F:41])([O:32][C:33]1[CH:40]=[CH:39][CH:38]=[CH:37][C:34]=1C=O)[CH:29]([F:31])[F:30].[CH2:42](O)C.O. The catalyst is CCOC(C)=O.C1CCCCC1. The product is [N:9]1([C:7]2[N:8]=[C:3]([NH:1][N:2]=[CH:42][C:38]3[CH:37]=[CH:34][C:33]([O:32][C:28]([F:27])([F:41])[CH:29]([F:30])[F:31])=[CH:40][CH:39]=3)[N:4]=[C:5]([NH:15][C:16]3[CH:17]=[CH:18][C:19]([O:22][C:23]([F:26])([F:25])[F:24])=[CH:20][CH:21]=3)[N:6]=2)[CH2:14][CH2:13][O:12][CH2:11][CH2:10]1. The yield is 0.680. (4) The product is [CH3:18][C:19]1([CH3:26])[CH2:24][CH2:23][CH2:22][C:21](=[C:6]([CH3:7])[C:4]([O:3][CH2:2][CH3:1])=[O:5])[CH2:20]1. The yield is 0.970. The reactants are [CH3:1][CH2:2][O:3][C:4]([CH:6](P(OCC)(OCC)=O)[CH3:7])=[O:5].[H-].[Na+].[CH3:18][C:19]1([CH3:26])[CH2:24][CH2:23][CH2:22][C:21](=O)[CH2:20]1.CC(O)=O. The catalyst is COCCOC. (5) The reactants are [F:1][C:2]1([F:7])[CH2:6][CH2:5][NH:4][CH2:3]1.Br[CH2:9][CH2:10][O:11][C:12]1[CH:17]=[CH:16][C:15]([N+:18]([O-:20])=[O:19])=[CH:14][C:13]=1[O:21][CH3:22].C(N(CC)CC)C. The catalyst is CN(C=O)C.CCOC(C)=O. The product is [F:1][C:2]1([F:7])[CH2:6][CH2:5][N:4]([CH2:9][CH2:10][O:11][C:12]2[CH:17]=[CH:16][C:15]([N+:18]([O-:20])=[O:19])=[CH:14][C:13]=2[O:21][CH3:22])[CH2:3]1. The yield is 0.270. (6) The reactants are I.[NH2:2][C:3]1[C:4]([C:11]([NH:13][C:14](=[NH:17])SC)=[O:12])=[N:5][C:6]([Cl:10])=[C:7]([NH2:9])[N:8]=1.Br.[OH:19][C:20]1[CH:25]=[CH:24][C:23]([CH2:26][CH2:27][CH2:28][CH2:29][NH2:30])=[CH:22][CH:21]=1. The catalyst is C1COCC1.C(N(CC)CC)C. The product is [ClH:10].[OH:19][C:20]1[CH:21]=[CH:22][C:23]([CH2:26][CH2:27][CH2:28][CH2:29][NH:30][C:14]([NH:13][C:11]([C:4]2[C:3]([NH2:2])=[N:8][C:7]([NH2:9])=[C:6]([Cl:10])[N:5]=2)=[O:12])=[NH:17])=[CH:24][CH:25]=1. The yield is 0.410.